Task: Predict the reactants needed to synthesize the given product.. Dataset: Full USPTO retrosynthesis dataset with 1.9M reactions from patents (1976-2016) (1) Given the product [Cl:30][C:28]1[CH:27]=[CH:26][C:25]([N:31]2[CH:35]=[N:34][N:33]=[N:32]2)=[C:24]([CH:29]=1)[CH2:23][NH:22][C:20]([C@@H:19]([NH:18][C:15](=[O:17])[C@@H:9]([CH2:10][C:11]([CH3:12])([CH3:13])[CH3:14])[NH2:8])[CH2:36][CH3:37])=[O:21], predict the reactants needed to synthesize it. The reactants are: C([NH:8][C@@H:9]([C:15]([OH:17])=O)[CH2:10][C:11]([CH3:14])([CH3:13])[CH3:12])(OC(C)(C)C)=O.[NH2:18][C@@H:19]([CH2:36][CH3:37])[C:20]([NH:22][CH2:23][C:24]1[CH:29]=[C:28]([Cl:30])[CH:27]=[CH:26][C:25]=1[N:31]1[CH:35]=[N:34][N:33]=[N:32]1)=[O:21].C1C=NC2N(O)N=NC=2C=1.C(Cl)CCl.CCN(CC)CC. (2) Given the product [CH:14]([NH:17][S:2]([C:5]1[CH:6]=[C:7]([CH:11]=[CH:12][CH:13]=1)[C:8]([OH:10])=[O:9])(=[O:4])=[O:3])([CH3:16])[CH3:15], predict the reactants needed to synthesize it. The reactants are: Cl[S:2]([C:5]1[CH:6]=[C:7]([CH:11]=[CH:12][CH:13]=1)[C:8]([OH:10])=[O:9])(=[O:4])=[O:3].[CH:14]([NH2:17])([CH3:16])[CH3:15]. (3) Given the product [Cl:1][C:2]1[C:7]2[NH:8][CH:10]=[CH:9][C:6]=2[N:5]=[C:4]([C:11]2[CH:16]=[CH:15][CH:14]=[CH:13][CH:12]=2)[N:3]=1, predict the reactants needed to synthesize it. The reactants are: [Cl:1][C:2]1[C:7]([NH2:8])=[C:6]([C:9]#[CH:10])[N:5]=[C:4]([C:11]2[CH:16]=[CH:15][CH:14]=[CH:13][CH:12]=2)[N:3]=1.O. (4) Given the product [F:8][C:5]1[C:4]([C@@H:9]2[C@@H:13]([C:14]3[CH:19]=[CH:18][C:17]([F:20])=[CH:16][CH:15]=3)[O:12][C:11](=[O:21])[NH:10]2)=[CH:3][C:2]([C:23]#[C:22][C:24]2[CH:25]=[N:26][CH:27]=[CH:28][CH:29]=2)=[CH:7][N:6]=1, predict the reactants needed to synthesize it. The reactants are: Br[C:2]1[CH:3]=[C:4]([C@@H:9]2[C@@H:13]([C:14]3[CH:19]=[CH:18][C:17]([F:20])=[CH:16][CH:15]=3)[O:12][C:11](=[O:21])[NH:10]2)[C:5]([F:8])=[N:6][CH:7]=1.[C:22]([C:24]1[CH:25]=[N:26][CH:27]=[CH:28][CH:29]=1)#[CH:23].C1(P(C2C=CC=CC=2)C2C=CC=CC=2)C=CC=CC=1. (5) Given the product [CH3:21][N:20]([CH3:22])[C:17]1[CH:16]=[CH:15][C:14]([C:12]2[NH:11][N:10]=[C:9]([NH2:8])[CH:13]=2)=[CH:19][CH:18]=1, predict the reactants needed to synthesize it. The reactants are: C(OC([N:8](C(OC(C)(C)C)=O)[C:9]1[CH:13]=[C:12]([C:14]2[CH:19]=[CH:18][C:17]([N:20]([CH3:22])[CH3:21])=[CH:16][CH:15]=2)[N:11](C(OC(C)(C)C)=O)[N:10]=1)=O)(C)(C)C.C(O)(C(F)(F)F)=O. (6) Given the product [F:43][C:40]1([F:42])[O:39][C:38]2[CH:44]=[CH:45][C:35]([C:32]3([C:30]([NH:29][C:27]4[CH:26]=[CH:25][C:24]([CH3:46])=[C:23]([C:9]5[CH:10]=[CH:11][C:12]([CH:15]6[CH2:16][CH2:17][C:18](=[O:20])[NH:19]6)=[CH:13][CH:14]=5)[N:28]=4)=[O:31])[CH2:34][CH2:33]3)=[CH:36][C:37]=2[O:41]1, predict the reactants needed to synthesize it. The reactants are: CC1(C)C(C)(C)OB([C:9]2[CH:14]=[CH:13][C:12]([CH:15]3[NH:19][C:18](=[O:20])[CH2:17][CH2:16]3)=[CH:11][CH:10]=2)O1.Cl[C:23]1[N:28]=[C:27]([NH:29][C:30]([C:32]2([C:35]3[CH:45]=[CH:44][C:38]4[O:39][C:40]([F:43])([F:42])[O:41][C:37]=4[CH:36]=3)[CH2:34][CH2:33]2)=[O:31])[CH:26]=[CH:25][C:24]=1[CH3:46].C([O-])([O-])=O.[Na+].[Na+]. (7) The reactants are: [CH3:1][O:2][C:3]1[N:8]=[CH:7][C:6]([OH:9])=[CH:5][CH:4]=1.C([Mg]Cl)(C)C.[Br:15][C:16]1[CH:24]=[CH:23][CH:22]=[C:21]2[C:17]=1[C:18](=[O:26])[C:19](=[O:25])[NH:20]2. Given the product [Br:15][C:16]1[CH:24]=[CH:23][CH:22]=[C:21]2[C:17]=1[C:18]([OH:26])([C:7]1[C:6]([OH:9])=[CH:5][CH:4]=[C:3]([O:2][CH3:1])[N:8]=1)[C:19](=[O:25])[NH:20]2, predict the reactants needed to synthesize it.